Dataset: Peptide-MHC class I binding affinity with 185,985 pairs from IEDB/IMGT. Task: Regression. Given a peptide amino acid sequence and an MHC pseudo amino acid sequence, predict their binding affinity value. This is MHC class I binding data. (1) The peptide sequence is RTDGKVFQF. The MHC is Patr-B0101 with pseudo-sequence Patr-B0101. The binding affinity (normalized) is 0.178. (2) The peptide sequence is SQFNHWFGE. The MHC is HLA-A02:11 with pseudo-sequence HLA-A02:11. The binding affinity (normalized) is 0.0847. (3) The peptide sequence is RLMSINRGF. The MHC is HLA-A32:01 with pseudo-sequence HLA-A32:01. The binding affinity (normalized) is 0.899. (4) The peptide sequence is AVRHFPRIW. The MHC is HLA-B53:01 with pseudo-sequence HLA-B53:01. The binding affinity (normalized) is 0. (5) The peptide sequence is FDLFGITLY. The MHC is HLA-B57:01 with pseudo-sequence HLA-B57:01. The binding affinity (normalized) is 0.0847. (6) The peptide sequence is LSDLCNFLV. The MHC is HLA-A02:16 with pseudo-sequence HLA-A02:16. The binding affinity (normalized) is 0.0847.